This data is from Reaction yield outcomes from USPTO patents with 853,638 reactions. The task is: Predict the reaction yield, written as a fraction of the theoretical maximum amount of product (1.0 means a 100% yield; for example, 0.34 means a 34% yield). (1) The reactants are [F:1][C:2]1[CH:7]=[CH:6][CH:5]=[C:4]([F:8])[C:3]=1[N:9]1[C:14]2[N:15]=[C:16](S(C)=O)[N:17]=[C:18]([C:19]3[CH:20]=[C:21]([CH:28]=[CH:29][C:30]=3[CH3:31])[C:22]([NH:24][CH:25]([CH3:27])[CH3:26])=[O:23])[C:13]=2[CH2:12][NH:11][C:10]1=[O:35].[CH3:36][N:37]([CH3:42])[CH2:38][CH2:39][NH:40][CH3:41]. The catalyst is C1COCC1. The product is [F:1][C:2]1[CH:7]=[CH:6][CH:5]=[C:4]([F:8])[C:3]=1[N:9]1[C:14]2[N:15]=[C:16]([N:40]([CH2:39][CH2:38][N:37]([CH3:42])[CH3:36])[CH3:41])[N:17]=[C:18]([C:19]3[CH:20]=[C:21]([CH:28]=[CH:29][C:30]=3[CH3:31])[C:22]([NH:24][CH:25]([CH3:27])[CH3:26])=[O:23])[C:13]=2[CH2:12][NH:11][C:10]1=[O:35]. The yield is 0.970. (2) The catalyst is CN(C=O)C. The reactants are Cl.[NH2:2][C@@H:3]([CH2:7][C:8]1[CH:13]=[CH:12][C:11]([Br:14])=[CH:10][CH:9]=1)[CH2:4][CH2:5][OH:6].C(N(CC)C(C)C)(C)C.[C:24]([C:26]1[CH:27]=[C:28]([CH:32]=[CH:33][C:34]=1[O:35][CH:36]([CH3:38])[CH3:37])[C:29](O)=[O:30])#[N:25].CN(C(ON1N=NC2C=CC=CC1=2)=[N+](C)C)C.F[P-](F)(F)(F)(F)F. The yield is 0.780. The product is [Br:14][C:11]1[CH:10]=[CH:9][C:8]([CH2:7][C@H:3]([NH:2][C:29](=[O:30])[C:28]2[CH:32]=[CH:33][C:34]([O:35][CH:36]([CH3:38])[CH3:37])=[C:26]([C:24]#[N:25])[CH:27]=2)[CH2:4][CH2:5][OH:6])=[CH:13][CH:12]=1. (3) The reactants are [F:1][C:2]([F:41])([F:40])[C:3]1[CH:4]=[C:5]([CH2:13][N:14]([CH3:39])[C:15]([N:17]2[CH2:30][CH2:29][C@:20]3([NH:24][C@H:23]([C:25]([O:27]C)=O)[CH2:22][CH2:21]3)[CH2:19][C@@H:18]2[C:31]2[CH:36]=[CH:35][C:34]([F:37])=[CH:33][C:32]=2[CH3:38])=[O:16])[CH:6]=[C:7]([C:9]([F:12])([F:11])[F:10])[CH:8]=1.[NH3:42]. No catalyst specified. The product is [F:1][C:2]([F:40])([F:41])[C:3]1[CH:4]=[C:5]([CH2:13][N:14]([CH3:39])[C:15]([N:17]2[CH2:30][CH2:29][C@:20]3([NH:24][C@H:23]([C:25]([NH2:42])=[O:27])[CH2:22][CH2:21]3)[CH2:19][C@@H:18]2[C:31]2[CH:36]=[CH:35][C:34]([F:37])=[CH:33][C:32]=2[CH3:38])=[O:16])[CH:6]=[C:7]([C:9]([F:12])([F:11])[F:10])[CH:8]=1. The yield is 0.950. (4) The reactants are [CH:1](=[C:8]1[C:13](=[O:14])[C:12]([C:15]([CH3:18])([CH3:17])[CH3:16])=[CH:11][C:10]([C:19]([CH3:22])([CH3:21])[CH3:20])=[CH:9]1)[C:2]1[CH:7]=[CH:6][CH:5]=[CH:4][CH:3]=1.FC(F)(F)[C:25](O)=[O:26]. The product is [C:19]([C:10]1[CH:11]=[C:12]([C:15]([CH3:16])([CH3:18])[CH3:17])[C:13]2[O:14][C:25](=[O:26])[CH:1]([C:2]3[CH:7]=[CH:6][CH:5]=[CH:4][CH:3]=3)[C:8]=2[CH:9]=1)([CH3:22])([CH3:21])[CH3:20]. The catalyst is C1(C)C=CC=CC=1.C1C=CC([P]([Pd]([P](C2C=CC=CC=2)(C2C=CC=CC=2)C2C=CC=CC=2)([P](C2C=CC=CC=2)(C2C=CC=CC=2)C2C=CC=CC=2)[P](C2C=CC=CC=2)(C2C=CC=CC=2)C2C=CC=CC=2)(C2C=CC=CC=2)C2C=CC=CC=2)=CC=1. The yield is 0.900. (5) The reactants are CCCC[N+](CCCC)(CCCC)CCCC.[F-].[Br:19][C:20]1[CH:21]=[CH:22][C:23]([O:40][Si](C(C)(C)C)(C)C)=[C:24]([CH:26]([C:31]([C:33]2[CH:38]=[CH:37][C:36]([F:39])=[CH:35][CH:34]=2)=[O:32])[C:27]([O:29][CH3:30])=[O:28])[CH:25]=1. The catalyst is C1COCC1. The product is [Br:19][C:20]1[CH:21]=[CH:22][C:23]([OH:40])=[C:24]([CH:26]([C:31]([C:33]2[CH:34]=[CH:35][C:36]([F:39])=[CH:37][CH:38]=2)=[O:32])[C:27]([O:29][CH3:30])=[O:28])[CH:25]=1. The yield is 0.880. (6) The reactants are [N:1]1[CH:6]=[CH:5][CH:4]=[N:3][C:2]=1[C:7]1([OH:17])[CH2:16][CH2:15][C:10]2(OCC[O:11]2)[CH2:9][CH2:8]1.Cl. The catalyst is C1COCC1. The product is [OH:17][C:7]1([C:2]2[N:1]=[CH:6][CH:5]=[CH:4][N:3]=2)[CH2:16][CH2:15][C:10](=[O:11])[CH2:9][CH2:8]1. The yield is 0.490.